From a dataset of Drug-target binding data from BindingDB using IC50 measurements. Regression. Given a target protein amino acid sequence and a drug SMILES string, predict the binding affinity score between them. We predict pIC50 (pIC50 = -log10(IC50 in M); higher means more potent). Dataset: bindingdb_ic50. (1) The small molecule is O=C(O)c1ccc2[nH]c(CCNC(=O)c3cccs3)nc2c1. The target protein sequence is MMFNFPNTRLRRRRSSKWVRNLTSESALSVNDLIFPLFVHDREETTELVSSLPGMKCYSIDGLVSIAQEAEDLGINAVAIFPVVDSKLKSENAEEAYNSDNLICKAIRAIKLKVPGIGIIADVALDPYTTHGHDGILKSNQIDVENDKTVSILCKQALALAKAGCNIVASSDMMDGRVGRIRKVLDDNNLQDVSILSYAVKYCSSFYAPFRQIVGSCVSSNSIDKSGYQMDYRNAREAICEIEMDLNEGADFIMVKPGMPYLDIIKMASDEFNFPIFAYQVSGEYAMIKAATNNGWLDYDKVIYESLVGFKRAGASAIFTYAALDVAKNLR. The pIC50 is 3.3. (2) The drug is COC(=O)c1ccccc1NC(=O)CSc1nc2cc(OC)ccc2[nH]1. The target protein (Q92830) has sequence MAEPSQAPTPAPAAQPRPLQSPAPAPTPTPAPSPASAPIPTPTPAPAPAPAAAPAGSTGTGGPGVGSGGAGSGGDPARPGLSQQQRASQRKAQVRGLPRAKKLEKLGVFSACKANETCKCNGWKNPKPPTAPRMDLQQPAANLSELCRSCEHPLADHVSHLENVSEDEINRLLGMVVDVENLFMSVHKEEDTDTKQVYFYLFKLLRKCILQMTRPVVEGSLGSPPFEKPNIEQGVLNFVQYKFSHLAPRERQTMFELSKMFLLCLNYWKLETPAQFRQRSQAEDVATYKVNYTRWLCYCHVPQSCDSLPRYETTHVFGRSLLRSIFTVTRRQLLEKFRVEKDKLVPEKRTLILTHFPKFLSMLEEEIYGANSPIWESGFTMPPSEGTQLVPRPASVSAAVVPSTPIFSPSMGGGSNSSLSLDSAGAEPMPGEKRTLPENLTLEDAKRLRVMGDIPMELVNEVMLTITDPAAMLGPETSLLSANAARDETARLEERRGIIE.... The pIC50 is 4.0. (3) The small molecule is COc1c(O)cc2c(O)c1C=C(C)C[C@H](OC)[C@H](O)[C@@H](C)/C=C(\C)[C@H](OC(N)=O)[C@@H](OC)C=CC=C(C)C(=O)N2. The target protein (P41148) has sequence MRALWVLGLCCVLLTFGSVRADDEVDVDGTVEEDLGKSREGSRTDDEVVQREEEAIQLDGLNASQIRELREKSEKFAFQAEVNRMMKLIINSLYKNKEIFLRELISNASDALDKIRLISLTDENALAGNEELTVKIKCDKEKNLLHVTDTGVGMTREELVKNLGTIAKSGTSEFLNKMTEAQEDGQSTSELIGQFGVGFYSAFLVADKVIVTSKHNNDTQHIWESDSNEFSVIADPRGNTLGRGTTITLVLKEEASDYLELDTIKNLVKKYSQFINFPIYVWSSKTETVEEPMEEEEAAKEEKEDSDDEAAVEEEEEEKKPKTKKVEKTVWDWELMNDIKPIWQRPSKEVEDDEYKAFYKSFSKESDDPMAYIHFTAEGEVTFKSILFVPTSAPRGLFDEYGSKKSDYIKLYVRRVFITDDFHDMMPKYLNFVKGVVDSDDLPLNVSRETLQQHKLLKVIRKKLVRKTLDMIKKIADEKYNDTFWKEFGTNIKLGVIEDH.... The pIC50 is 8.0. (4) The compound is COC1CCC2(C=C(c3cc(-c4ccc(Cl)c(Cl)c4)ccc3C)C(=O)N2)CC1. The target protein sequence is LDLLEEKEGSLSPASVGSDTLSDLGISSLQDGLALHIRSSMSGLHLVKQGRDRKKIDSQRDFTVASPAEFVTRFGGNKVIEKVLIANNGIAAVKCMRSIRRWSYEMFRNERAIRFVVMVTPEDLKANAEYIKMADHYVPVPGGPNNNNYANVELILDIAKRIPVQAVWAGWGHASENPKLPELLLKNGIAFMGPPSQAMWALGDKIASSIVAQTAGIPTLPWSGSGLRVDWQENDFSKRILNVPQELYEKGYVKDVDDGLQAAEEVGYPVMIKASEGGGGKGIRKVNNADDFPNLFRQVQAEVPGSPIFVMRLAKQSRHLEVQILADQYGNAISLFGRDCSVQRRHQKIIEEAPATIATPAVFEHMEQCAVKLAKMVGYVSAGTVEYLYSQDGSFYFLELNPRLQVEHPCTEMVADVNLPAAQLQIAMGIPLYRIKDIRMMYGVSPWGDSPIDFEDSAHVPCPRGHVIAARITSENPDEGFKPSSGTVQELNFRSNKNVW.... The pIC50 is 6.5. (5) The small molecule is Cn1nnnc1SCC1=C(C(=O)O)N2C(=O)C(NC(=O)C(OC=O)c3ccccc3)C2SC1. The target protein sequence is MLEPLRLSQLTVALDARLIGEDAVFSAVSTDSRAIGPGQLFIALSGPRFDGHDYLAEVAAKGAVAALVEREVADAPLPQLLVRDTRAALGRLGALNRRKFTGPLAAMTGSSGKTAVKEMLASILRTQAGDAESVLATRGNLNNDLGVPLTLLQLAPQHRSAVIELGASRIGEIAYTVELTRPHVAIITNAGTAHVGEFGGPEKIVEAKGEILEGLAADGTAVLNLDDKAFDTWKARASGRPLLTFSLDRPQADFRAADLQRDARGCMGFRLQGVAGEAQVQLNLLGRHNVANALAAAAAAHALGVPLDGIVAGLQALQPVKGRAVAQLTASGLRVIDDSYNANPASMLAAIDILSGFSGRTVLVLGDMGELGSWAEQAHREVGAYAAGKVSALYAVGPLMAHAVQAFGATGRHFADQASLIGALATEQPTTTILIKGSRSAAMDKVVAALCGSSEESH. The pIC50 is 2.3. (6) The small molecule is CCCC(=O)Nc1ccc(N2CCN(CC)CC2)c(Cl)c1. The target protein (P08911) has sequence MEGESYNESTVNGTPVNHQALERHGLWEVITIAVVTAVVSLMTIVGNVLVMISFKVNSQLKTVNNYYLLSLACADLIIGIFSMNLYTTYILMGRWVLGSLACDLWLALDYVASNASVMNLLVISFDRYFSITRPLTYRAKRTPKRAGIMIGLAWLVSFILWAPAILCWQYLVGKRTVPPDECQIQFLSEPTITFGTAIAAFYIPVSVMTILYCRIYRETEKRTKDLADLQGSDSVAEAKKREPAQRTLLRSFFSCPRPSLAQRERNQASWSSSRRSTSTTGKTTQATDLSADWEKAEQVTTCSSYPSSEDEAKPTTDPVFQMVYKSEAKESPGKESNTQETKETVVNTRTENSDYDTPKYFLSPAAAHRLKSQKCVAYKFRLVVKADGTQETNNGCRKVKIMPCSFPVSKDPSTKGPDPNLSHQMTKRKRMVLVKERKAAQTLSAILLAFIITWTPYNIMVLVSTFCDKCVPVTLWHLGYWLCYVNSTINPICYALCNRT.... The pIC50 is 3.8. (7) The small molecule is COc1ccc(C2CNC(=O)C2)cc1OC1CCCC1. The target protein sequence is SFLDNHKKLTPRRDVPTYPKYLLSPETIEALRKPTFDVWLWEPNEMLSCLEHMYHDLGLVRDFSINPVTLRRWLFCVHDNYRNNPFHNFRHCFCVAQMMYSMVWLCSLQEKFSQTDILILMTAAICHDLDHPGYNNTYQINARTELAVRYNDISPLENHHCAVAFQILAEPECNIFSNIPPDGFKQIRQGMITLILATDMARHAEIMDSFKEKMENFDYSNEEHMTLLKMILIKCCDISNEVRPMEVAEPWVDCLLEEYFMQSDREKSEGLPVAPFMDRDKVTKATAQIGFIKFVLIPMFETVTKLFPMVEEIMLQPLWESRDRYEELKRIDDAMKELQKKTDSLTSGATEKSRERSRDVKNSEGDCA. The pIC50 is 3.7.